Predict the reactants needed to synthesize the given product. From a dataset of Full USPTO retrosynthesis dataset with 1.9M reactions from patents (1976-2016). The reactants are: [CH2:1]([O:3][C:4]([C:6]1[NH:7][C:8]([CH3:21])=[C:9]([C:12]2[CH:17]=[CH:16][C:15]([C:18]([OH:20])=O)=[CH:14][CH:13]=2)[C:10]=1[CH3:11])=[O:5])[CH3:2].C(Cl)(=O)C(Cl)=O.[CH3:28][O:29][C:30]1[CH:37]=[CH:36][CH:35]=[CH:34][C:31]=1[CH2:32][NH2:33].C(=O)(O)[O-].[Na+]. Given the product [CH2:1]([O:3][C:4]([C:6]1[NH:7][C:8]([CH3:21])=[C:9]([C:12]2[CH:13]=[CH:14][C:15]([C:18](=[O:20])[NH:33][CH2:32][C:31]3[CH:34]=[CH:35][CH:36]=[CH:37][C:30]=3[O:29][CH3:28])=[CH:16][CH:17]=2)[C:10]=1[CH3:11])=[O:5])[CH3:2], predict the reactants needed to synthesize it.